This data is from Catalyst prediction with 721,799 reactions and 888 catalyst types from USPTO. The task is: Predict which catalyst facilitates the given reaction. (1) Reactant: C(OC(=O)[NH:7][CH2:8][C:9]#[C:10][C:11]1[CH:12]=[N:13][C:14]([NH2:26])=[C:15]([C:17]2[S:18][C:19]3[CH:25]=[CH:24][CH:23]=[CH:22][C:20]=3[N:21]=2)[CH:16]=1)(C)(C)C.FC(F)(F)C(O)=O.C([O-])(O)=O.[Na+]. Product: [NH2:7][CH2:8][C:9]#[C:10][C:11]1[CH:16]=[C:15]([C:17]2[S:18][C:19]3[CH:25]=[CH:24][CH:23]=[CH:22][C:20]=3[N:21]=2)[C:14]([NH2:26])=[N:13][CH:12]=1. The catalyst class is: 2. (2) Reactant: CC(C)([O-])C.[K+].[F:7][C:8]1[CH:9]=[C:10]([OH:14])[CH:11]=[CH:12][CH:13]=1.[CH2:15]([O:17][C:18](=[O:23])[CH:19]=[C:20](Cl)[CH3:21])[CH3:16]. Product: [CH2:15]([O:17][C:18](=[O:23])/[CH:19]=[C:20](/[O:14][C:10]1[CH:11]=[CH:12][CH:13]=[C:8]([F:7])[CH:9]=1)\[CH3:21])[CH3:16]. The catalyst class is: 7. (3) Product: [Cl:1][C:2]1[CH:7]=[CH:6][CH:5]=[CH:4][C:3]=1[N:8]1[C:12]([C:13]2[S:42][C:17]([C:18]3[CH:23]=[CH:22][CH:21]=[C:20]([S:24]([CH3:27])(=[O:26])=[O:25])[CH:19]=3)=[N:16][N:15]=2)=[CH:11][C:10]([C:29]([O:31][CH3:32])=[O:30])=[N:9]1. The catalyst class is: 11. Reactant: [Cl:1][C:2]1[CH:7]=[CH:6][CH:5]=[CH:4][C:3]=1[N:8]1[C:12]([C:13]([NH:15][NH:16][C:17](=O)[C:18]2[CH:23]=[CH:22][CH:21]=[C:20]([S:24]([CH3:27])(=[O:26])=[O:25])[CH:19]=2)=O)=[CH:11][C:10]([C:29]([O:31][CH3:32])=[O:30])=[N:9]1.COC1C=CC(P2(SP(C3C=CC(OC)=CC=3)(=S)S2)=[S:42])=CC=1.N1C=CC=CC=1. (4) Reactant: [Cl:1][C:2]1[CH:7]=[CH:6][C:5]([C:8](=[O:20])[C:9](=[C:16]2SCS2)[C:10]2[CH:15]=[CH:14][N:13]=[CH:12][CH:11]=2)=[CH:4][CH:3]=1.[CH3:21][N:22]1[CH2:27][CH2:26][CH:25]([NH:28][CH3:29])[CH2:24][CH2:23]1.[NH2:30][NH2:31]. Product: [OH2:20].[OH2:20].[Cl:1][C:2]1[CH:7]=[CH:6][C:5]([C:8]2[NH:31][N:30]=[C:16]([N:28]([CH3:29])[CH:25]3[CH2:26][CH2:27][N:22]([CH3:21])[CH2:23][CH2:24]3)[C:9]=2[C:10]2[CH:15]=[CH:14][N:13]=[CH:12][CH:11]=2)=[CH:4][CH:3]=1. The catalyst class is: 11. (5) Reactant: [NH2:1][C:2]1[CH:3]=[C:4]([N:8]2[CH2:13][CH2:12][N:11]([CH2:14][CH2:15][CH:16]3[CH2:21][CH2:20][N:19]([CH2:22][C:23](=[O:25])[CH3:24])[CH2:18][CH2:17]3)[CH2:10][CH2:9]2)[CH:5]=[CH:6][CH:7]=1.C(N(CC)CC)C.Cl[C:34]([O:36][CH2:37][CH3:38])=[O:35]. Product: [CH2:37]([O:36][C:34](=[O:35])[NH:1][C:2]1[CH:7]=[CH:6][CH:5]=[C:4]([N:8]2[CH2:13][CH2:12][N:11]([CH2:14][CH2:15][CH:16]3[CH2:21][CH2:20][N:19]([CH2:22][C:23](=[O:25])[CH3:24])[CH2:18][CH2:17]3)[CH2:10][CH2:9]2)[CH:3]=1)[CH3:38]. The catalyst class is: 4. (6) Reactant: [F:1][C:2]1[CH:7]=[CH:6][C:5]([C:8](=O)[CH2:9][C:10]([C:12]2[CH:13]=[C:14]([CH:17]=[CH:18][CH:19]=2)[C:15]#[N:16])=O)=[CH:4][CH:3]=1.[NH2:21][NH2:22]. Product: [F:1][C:2]1[CH:7]=[CH:6][C:5]([C:8]2[NH:22][N:21]=[C:10]([C:12]3[CH:13]=[C:14]([CH:17]=[CH:18][CH:19]=3)[C:15]#[N:16])[CH:9]=2)=[CH:4][CH:3]=1. The catalyst class is: 14. (7) Reactant: [CH3:1][C:2]1[CH:3]=[C:4]([CH:12]=[C:13]([CH3:15])[CH:14]=1)[O:5][CH:6]([CH2:10][CH3:11])[C:7]([OH:9])=[O:8].C(Cl)Cl.[Cl:19][S:20](O)(=[O:22])=[O:21].C([O-])(O)=O.[Na+]. Product: [Cl:19][S:20]([C:14]1[C:13]([CH3:15])=[CH:12][C:4]([O:5][CH:6]([CH2:10][CH3:11])[C:7]([OH:9])=[O:8])=[CH:3][C:2]=1[CH3:1])(=[O:22])=[O:21]. The catalyst class is: 237. (8) Reactant: [H-].[Na+].Cl[CH2:4][CH2:5][S:6](Cl)(=[O:8])=[O:7].[CH:10]1[C:19]2[C:14](=[CH:15][CH:16]=[CH:17][CH:18]=2)[CH:13]=[CH:12][C:11]=1[C:20]1[C:21]([NH2:26])=[N:22][CH:23]=[CH:24][CH:25]=1.O. Product: [CH:10]1[C:19]2[C:14](=[CH:15][CH:16]=[CH:17][CH:18]=2)[CH:13]=[CH:12][C:11]=1[C:20]1[C:21]2=[N:26][S:6](=[O:8])(=[O:7])[CH2:5][CH2:4][N:22]2[CH:23]=[CH:24][CH:25]=1. The catalyst class is: 134. (9) Reactant: [C:1](O)(=O)[C:2]1C=CN=C[CH:3]=1.[CH3:10][CH2:11][N:12]=[C:13]=[N:14][CH2:15][CH2:16]CN(C)C.C1C=CC2N([OH:30])N=NC=2C=1.[NH2:31][C:32]12[C:50](=[O:51])[C:49]3[C:44](=[CH:45][CH:46]=[CH:47][C:48]=3[N+]([O-])=O)[C:33]1([OH:55])[O:34][C:35]1[CH:40]=[C:39](C(C)C)[CH:38]=[CH:37][C:36]=12. Product: [OH:55][C:33]12[C:44]3[C:49](=[C:48]([CH:2]([CH3:3])[CH3:1])[CH:47]=[CH:46][CH:45]=3)[C:50](=[O:51])[C:32]1([NH:31][C:16]([C:15]1[CH:10]=[CH:11][N:12]=[CH:13][N:14]=1)=[O:30])[C:36]1[CH:37]=[CH:38][CH:39]=[CH:40][C:35]=1[O:34]2. The catalyst class is: 306.